From a dataset of Catalyst prediction with 721,799 reactions and 888 catalyst types from USPTO. Predict which catalyst facilitates the given reaction. (1) Reactant: [F:1][C:2]1[CH:3]=[C:4]2[C:9](=[CH:10][CH:11]=1)[O:8][CH:7]([C@H:12]1[CH2:16][O:15]C(C)(C)[O:13]1)[CH2:6][CH2:5]2.O. Product: [F:1][C:2]1[CH:3]=[C:4]2[C:9](=[CH:10][CH:11]=1)[O:8][CH:7]([C@H:12]([OH:13])[CH2:16][OH:15])[CH2:6][CH2:5]2. The catalyst class is: 15. (2) Reactant: [CH2:1]([N:8]1[CH:13]([C:14]([OH:17])([CH3:16])[CH3:15])[CH2:12][O:11][C:10]([CH3:19])([CH3:18])[C:9]1=O)[C:2]1[CH:7]=[CH:6][CH:5]=[CH:4][CH:3]=1. Product: [CH2:1]([N:8]1[CH2:9][C:10]([CH3:18])([CH3:19])[O:11][CH2:12][CH:13]1[C:14]([OH:17])([CH3:16])[CH3:15])[C:2]1[CH:3]=[CH:4][CH:5]=[CH:6][CH:7]=1. The catalyst class is: 36. (3) Reactant: [Br:1][C:2]1[CH:3]=[C:4]([C:8]([NH:11][CH2:12][C@@H:13]([OH:32])[C@@H:14]([NH:24][C:25](=[O:31])OC(C)(C)C)[CH2:15][C:16]2[CH:21]=[C:20]([F:22])[CH:19]=[C:18]([F:23])[CH:17]=2)([CH3:10])[CH3:9])[CH:5]=[CH:6][CH:7]=1.F[C:34](F)(F)[C:35]([OH:37])=O.[C:40](C1NC=CN=1)(=O)C.[ClH:48]. Product: [ClH:48].[C:35]([O:32][C@H:13]([CH2:12][NH:11][C:8]([C:4]1[CH:5]=[CH:6][CH:7]=[C:2]([Br:1])[CH:3]=1)([CH3:10])[CH3:9])[C@@H:14]([NH:24][C:25](=[O:31])[CH3:40])[CH2:15][C:16]1[CH:17]=[C:18]([F:23])[CH:19]=[C:20]([F:22])[CH:21]=1)(=[O:37])[CH3:34]. The catalyst class is: 158. (4) Reactant: [Br:1][C:2]1[CH:7]=[C:6]([F:8])[CH:5]=[CH:4][C:3]=1[OH:9].C([O-])([O-])=O.[K+].[K+].Cl[CH2:17][C:18](=[O:20])[CH3:19]. Product: [Br:1][C:2]1[CH:7]=[C:6]([F:8])[CH:5]=[CH:4][C:3]=1[O:9][CH2:17][C:18](=[O:20])[CH3:19]. The catalyst class is: 3. (5) Reactant: [C:1]([O:5][C:6]([N:8]1[CH2:12][CH2:11][C@H:10]([O:13][Si:14]([C:17]([CH3:20])([CH3:19])[CH3:18])([CH3:16])[CH3:15])[C@H:9]1[CH:21]=[O:22])=[O:7])([CH3:4])([CH3:3])[CH3:2].C[Mg+].[Br-].[CH3:26]COC(C)=O.CCCCCC. Product: [C:1]([O:5][C:6]([N:8]1[CH2:12][CH2:11][C@H:10]([O:13][Si:14]([C:17]([CH3:20])([CH3:19])[CH3:18])([CH3:16])[CH3:15])[C@@H:9]1[C@H:21]([OH:22])[CH3:26])=[O:7])([CH3:4])([CH3:3])[CH3:2]. The catalyst class is: 1. (6) Reactant: B1([O-])OO1.[OH2:5].[OH2:6].O.O.[Na+].[Br:10][C:11]1[CH:17]=[C:16]([F:18])[C:14]([NH2:15])=[C:13]([F:19])[CH:12]=1. Product: [Br:10][C:11]1[CH:17]=[C:16]([F:18])[C:14]([N+:15]([O-:6])=[O:5])=[C:13]([F:19])[CH:12]=1. The catalyst class is: 15. (7) Reactant: [F:1][C:2]1[CH:7]=[C:6]([F:8])[C:5]([F:9])=[CH:4][C:3]=1[C@@H:10]1[CH2:19][CH2:18][C:13]2([O:17][CH2:16][CH2:15][O:14]2)[CH2:12][C@H:11]1C(O)=O.C1(P(N=[N+]=[N-])(C2C=CC=CC=2)=[O:30])C=CC=CC=1.C([N:42]([CH2:45]C)CC)C.[CH2:47]([OH:54])[C:48]1[CH:53]=[CH:52][CH:51]=[CH:50][CH:49]=1. Product: [F:1][C:2]1[CH:7]=[C:6]([F:8])[C:5]([F:9])=[CH:4][C:3]=1[CH:10]1[CH2:19][CH2:18][C:13]2([O:14][CH2:15][CH2:16][O:17]2)[CH2:12][CH:11]1[NH:42][C:45](=[O:30])[O:54][CH2:47][C:48]1[CH:53]=[CH:52][CH:51]=[CH:50][CH:49]=1. The catalyst class is: 11.